Dataset: NCI-60 drug combinations with 297,098 pairs across 59 cell lines. Task: Regression. Given two drug SMILES strings and cell line genomic features, predict the synergy score measuring deviation from expected non-interaction effect. Drug 1: CC(C1=C(C=CC(=C1Cl)F)Cl)OC2=C(N=CC(=C2)C3=CN(N=C3)C4CCNCC4)N. Drug 2: CC1C(C(=O)NC(C(=O)N2CCCC2C(=O)N(CC(=O)N(C(C(=O)O1)C(C)C)C)C)C(C)C)NC(=O)C3=C4C(=C(C=C3)C)OC5=C(C(=O)C(=C(C5=N4)C(=O)NC6C(OC(=O)C(N(C(=O)CN(C(=O)C7CCCN7C(=O)C(NC6=O)C(C)C)C)C)C(C)C)C)N)C. Cell line: 786-0. Synergy scores: CSS=37.3, Synergy_ZIP=25.0, Synergy_Bliss=24.7, Synergy_Loewe=22.6, Synergy_HSA=24.3.